From a dataset of Catalyst prediction with 721,799 reactions and 888 catalyst types from USPTO. Predict which catalyst facilitates the given reaction. (1) Reactant: [C:1]([O:7][CH2:8][C@H:9]([C:15]1[C:20]([CH3:21])=[CH:19][C:18]([NH2:22])=[CH:17][C:16]=1[Br:23])[O:10][C:11]([CH3:14])([CH3:13])[CH3:12])(=[O:6])[C:2]([CH3:5])([CH3:4])[CH3:3].[C:24]([S-:26])#[N:25].[K+].[NH+]1C=CC=CC=1.C([O-])(O)=O.[Na+]. Product: [C:1]([O:7][CH2:8][C@H:9]([C:15]1[C:20]([CH3:21])=[CH:19][C:18]2[N:22]=[C:24]([NH2:25])[S:26][C:17]=2[C:16]=1[Br:23])[O:10][C:11]([CH3:12])([CH3:13])[CH3:14])(=[O:6])[C:2]([CH3:3])([CH3:4])[CH3:5]. The catalyst class is: 52. (2) Reactant: [O:1]1[C:5]2[CH:6]=[CH:7][C:8]([C:10]3[O:14][N:13]=[CH:12][C:11]=3[C:15](OCC)=[O:16])=[CH:9][C:4]=2[O:3][CH2:2]1.[H-].C([Al+]CC(C)C)C(C)C.Cl. Product: [O:1]1[C:5]2[CH:6]=[CH:7][C:8]([C:10]3[O:14][N:13]=[CH:12][C:11]=3[CH2:15][OH:16])=[CH:9][C:4]=2[O:3][CH2:2]1. The catalyst class is: 7. (3) Reactant: [CH:1]1([CH:7]([O:9][C:10]2[CH:17]=[CH:16][C:13]([CH:14]=[O:15])=[CH:12][CH:11]=2)[CH3:8])[CH2:6][CH2:5][CH2:4][CH2:3][CH2:2]1.[BH4-].[Na+]. Product: [CH:1]1([CH:7]([O:9][C:10]2[CH:17]=[CH:16][C:13]([CH2:14][OH:15])=[CH:12][CH:11]=2)[CH3:8])[CH2:6][CH2:5][CH2:4][CH2:3][CH2:2]1. The catalyst class is: 1.